Dataset: NCI-60 drug combinations with 297,098 pairs across 59 cell lines. Task: Regression. Given two drug SMILES strings and cell line genomic features, predict the synergy score measuring deviation from expected non-interaction effect. Drug 1: C1CCC(C1)C(CC#N)N2C=C(C=N2)C3=C4C=CNC4=NC=N3. Drug 2: C1C(C(OC1N2C=NC(=NC2=O)N)CO)O. Cell line: HOP-92. Synergy scores: CSS=9.67, Synergy_ZIP=-4.81, Synergy_Bliss=-2.84, Synergy_Loewe=-3.99, Synergy_HSA=-1.98.